The task is: Predict the reaction yield, written as a fraction of the theoretical maximum amount of product (1.0 means a 100% yield; for example, 0.34 means a 34% yield).. This data is from Reaction yield outcomes from USPTO patents with 853,638 reactions. (1) The reactants are [CH3:1][O:2][C:3]1[CH:4]=[C:5]2[C:10](=[CH:11][C:12]=1[O:13][CH3:14])[N:9]=[CH:8][CH:7]=[C:6]2[O:15][C:16]1[CH:21]=[CH:20][C:19]([NH:22][C:23]([C:25]2([C:36]([NH:38][C:39]3[CH:44]=[CH:43][C:42]([F:45])=[CH:41][CH:40]=3)=[O:37])[CH2:28][N:27](CC3C=CC=CC=3)[CH2:26]2)=[O:24])=[CH:18][CH:17]=1.C(O)(=O)C. The catalyst is CO.[Pd]. The product is [CH3:1][O:2][C:3]1[CH:4]=[C:5]2[C:10](=[CH:11][C:12]=1[O:13][CH3:14])[N:9]=[CH:8][CH:7]=[C:6]2[O:15][C:16]1[CH:17]=[CH:18][C:19]([NH:22][C:23]([C:25]2([C:36]([NH:38][C:39]3[CH:40]=[CH:41][C:42]([F:45])=[CH:43][CH:44]=3)=[O:37])[CH2:26][NH:27][CH2:28]2)=[O:24])=[CH:20][CH:21]=1. The yield is 0.320. (2) The reactants are Cl[C:2]1[C:7]([CH:8]([CH2:13][CH2:14][CH3:15])[C:9]([O:11][CH3:12])=[O:10])=[C:6]([CH3:16])[N:5]=[C:4]([N:17]2[CH2:22][CH2:21][CH2:20][CH2:19][CH2:18]2)[N:3]=1.C(N(CC)C(C)C)(C)C.[N:32]1[C:41]2[C:36](=[C:37](B(O)O)[CH:38]=[CH:39][CH:40]=2)[CH:35]=[CH:34][CH:33]=1. The catalyst is COCCOC.O.[Pd].C1(P(C2C=CC=CC=2)C2C=CC=CC=2)C=CC=CC=1.C1(P(C2C=CC=CC=2)C2C=CC=CC=2)C=CC=CC=1.C1(P(C2C=CC=CC=2)C2C=CC=CC=2)C=CC=CC=1.C1(P(C2C=CC=CC=2)C2C=CC=CC=2)C=CC=CC=1. The product is [CH3:16][C:6]1[C:7]([CH:8]([CH2:13][CH2:14][CH3:15])[C:9]([O:11][CH3:12])=[O:10])=[C:2]([C:37]2[CH:38]=[CH:39][CH:40]=[C:41]3[C:36]=2[CH:35]=[CH:34][CH:33]=[N:32]3)[N:3]=[C:4]([N:17]2[CH2:22][CH2:21][CH2:20][CH2:19][CH2:18]2)[N:5]=1. The yield is 0.670. (3) The product is [CH3:1][N:2]([CH3:19])[CH2:3][CH2:4][NH:5][S:6]([C:9]1[S:13][C:12]([NH2:14])=[N:11][C:10]=1[CH3:18])(=[O:8])=[O:7]. The catalyst is Cl. The reactants are [CH3:1][N:2]([CH3:19])[CH2:3][CH2:4][NH:5][S:6]([C:9]1[S:13][C:12]([NH:14]C(=O)C)=[N:11][C:10]=1[CH3:18])(=[O:8])=[O:7].C([O-])(O)=O.[Na+]. The yield is 0.790. (4) The yield is 0.240. The product is [Br:45][C:8]1[N:9]([C:28]2[C:37]3[C:32](=[CH:33][CH:34]=[C:35]([O:38][CH3:39])[CH:36]=3)[C:31]([CH3:40])=[CH:30][CH:29]=2)[C:10]([S:13][CH2:14][C:15]([NH:17][C:18]2[CH:26]=[CH:25][C:21]([C:22]([OH:24])=[O:23])=[CH:20][C:19]=2[Cl:27])=[O:16])=[N:11][N:12]=1. The catalyst is [Br-].C([N+](CC)(CC)CC)C1C=CC=CC=1. The reactants are ClC(Cl)C(O)=O.N[C:8]1[N:9]([C:28]2[C:37]3[C:32](=[CH:33][CH:34]=[C:35]([O:38][CH3:39])[CH:36]=3)[C:31]([CH3:40])=[CH:30][CH:29]=2)[C:10]([S:13][CH2:14][C:15]([NH:17][C:18]2[CH:26]=[CH:25][C:21]([C:22]([OH:24])=[O:23])=[CH:20][C:19]=2[Cl:27])=[O:16])=[N:11][N:12]=1.N([O-])=O.[Na+].[Br:45]CBr. (5) The reactants are [Br:1][C:2]1[CH:3]=[C:4]([N+:12]([O-:14])=[O:13])[C:5]2[N:9]=[C:8]([CH3:10])[NH:7][C:6]=2[CH:11]=1.Br[CH2:16][C:17]1[CH:22]=[CH:21][CH:20]=[C:19]([Cl:23])[C:18]=1[Cl:24].C([O-])([O-])=O.[K+].[K+]. The catalyst is CN(C=O)C. The product is [Br:1][C:2]1[CH:3]=[C:4]([N+:12]([O-:14])=[O:13])[C:5]2[N:9]=[C:8]([CH3:10])[N:7]([CH2:16][C:17]3[CH:22]=[CH:21][CH:20]=[C:19]([Cl:23])[C:18]=3[Cl:24])[C:6]=2[CH:11]=1. The yield is 0.830.